Dataset: Full USPTO retrosynthesis dataset with 1.9M reactions from patents (1976-2016). Task: Predict the reactants needed to synthesize the given product. (1) Given the product [CH3:21][C:2]1([CH3:1])[O:6][C@H:5]([CH2:7][O:8][C:9]2[C:10]([CH3:20])=[CH:11][C:12]([C:13]([NH:15][OH:16])=[NH:14])=[CH:17][C:18]=2[O:22][CH3:23])[CH2:4][O:3]1, predict the reactants needed to synthesize it. The reactants are: [CH3:1][C:2]1([CH3:21])[O:6][CH:5]([CH2:7][O:8][C:9]2[C:18](C)=[CH:17][C:12]([C:13]([NH:15][OH:16])=[NH:14])=[CH:11][C:10]=2[CH3:20])[CH2:4][O:3]1.[OH:22][C:23]1C(C)=CC(C#N)=CC=1OC. (2) The reactants are: [CH:1]([O:4][C:5]([N:7]1[CH2:12][CH2:11][CH:10]([CH2:13][O:14][C:15]2[CH:16]=[C:17]([C:21]3[CH:26]=[CH:25][C:24]([CH2:27][C@H:28]([NH:37]C(OC(C)(C)C)=O)[C:29]([N:31]4[CH2:35][CH2:34][C@H:33]([F:36])[CH2:32]4)=[O:30])=[C:23]([F:45])[CH:22]=3)[CH:18]=[CH:19][CH:20]=2)[CH2:9][CH2:8]1)=[O:6])([CH3:3])[CH3:2].C(O)(C(F)(F)F)=O.C([O-])(O)=O.[Na+].C(Cl)[Cl:59]. Given the product [ClH:59].[CH:1]([O:4][C:5]([N:7]1[CH2:12][CH2:11][CH:10]([CH2:13][O:14][C:15]2[CH:16]=[C:17]([C:21]3[CH:26]=[CH:25][C:24]([CH2:27][C@H:28]([NH2:37])[C:29]([N:31]4[CH2:35][CH2:34][C@H:33]([F:36])[CH2:32]4)=[O:30])=[C:23]([F:45])[CH:22]=3)[CH:18]=[CH:19][CH:20]=2)[CH2:9][CH2:8]1)=[O:6])([CH3:3])[CH3:2], predict the reactants needed to synthesize it. (3) Given the product [CH2:31]([O:30][C:14]1[CH:15]=[CH:16][C:17]2[C:18]3[N:19]([CH2:20][CH2:21][NH:22][C:23](=[O:29])[O:24][C:25]([CH3:28])([CH3:27])[CH3:26])[C:40]([CH2:39][Cl:38])=[N:8][C:9]=3[CH:10]=[N:11][C:12]=2[CH:13]=1)[C:32]1[CH:33]=[CH:34][CH:35]=[CH:36][CH:37]=1, predict the reactants needed to synthesize it. The reactants are: C(N(CC)CC)C.[NH2:8][C:9]1[CH:10]=[N:11][C:12]2[C:17]([C:18]=1[NH:19][CH2:20][CH2:21][NH:22][C:23](=[O:29])[O:24][C:25]([CH3:28])([CH3:27])[CH3:26])=[CH:16][CH:15]=[C:14]([O:30][CH2:31][C:32]1[CH:37]=[CH:36][CH:35]=[CH:34][CH:33]=1)[CH:13]=2.[Cl:38][CH2:39][C:40](Cl)=O.